This data is from Retrosynthesis with 50K atom-mapped reactions and 10 reaction types from USPTO. The task is: Predict the reactants needed to synthesize the given product. The reactants are: COCCCN.COc1cc(Nc2nc3ccccc3nc2NS(=O)(=O)c2ccc(C(=O)O)cc2)cc(OC)c1. Given the product COCCCNC(=O)c1ccc(S(=O)(=O)Nc2nc3ccccc3nc2Nc2cc(OC)cc(OC)c2)cc1, predict the reactants needed to synthesize it.